This data is from Full USPTO retrosynthesis dataset with 1.9M reactions from patents (1976-2016). The task is: Predict the reactants needed to synthesize the given product. (1) Given the product [Br:1][C:2]1[CH:10]=[CH:9][C:5]([C:6]([NH:20][C:18]2[CH:17]=[CH:16][N:15]=[C:14]([O:13][CH3:12])[CH:19]=2)=[O:7])=[C:4]([F:11])[CH:3]=1, predict the reactants needed to synthesize it. The reactants are: [Br:1][C:2]1[CH:10]=[CH:9][C:5]([C:6](Cl)=[O:7])=[C:4]([F:11])[CH:3]=1.[CH3:12][O:13][C:14]1[CH:19]=[C:18]([NH2:20])[CH:17]=[CH:16][N:15]=1.N1C=CC=CC=1.Cl. (2) Given the product [NH2:38][C:2]1[N:7]=[C:6]([C:8]2[S:12][C:11]([C:13]([CH3:17])([CH3:16])[CH2:14][OH:15])=[N:10][C:9]=2[C:18]2[C:19]([F:36])=[C:20]([NH:24][S:25]([C:28]3[C:33]([F:34])=[CH:32][CH:31]=[CH:30][C:29]=3[F:35])(=[O:27])=[O:26])[CH:21]=[CH:22][CH:23]=2)[CH:5]=[CH:4][N:3]=1, predict the reactants needed to synthesize it. The reactants are: Cl[C:2]1[N:7]=[C:6]([C:8]2[S:12][C:11]([C:13]([CH3:17])([CH3:16])[CH2:14][OH:15])=[N:10][C:9]=2[C:18]2[C:19]([F:36])=[C:20]([NH:24][S:25]([C:28]3[C:33]([F:34])=[CH:32][CH:31]=[CH:30][C:29]=3[F:35])(=[O:27])=[O:26])[CH:21]=[CH:22][CH:23]=2)[CH:5]=[CH:4][N:3]=1.[OH-].[NH4+:38]. (3) Given the product [CH3:1][C:2]1[CH:3]=[C:4]([C:8]2[N:9]=[C:10]([C:26]3[CH:27]=[CH:28][C:29]([S:32]([CH3:35])(=[O:34])=[O:33])=[CH:30][CH:31]=3)[S:11][C:12]=2[C:13]2[CH:18]=[CH:17][N:16]=[C:15]([S:19]([C:20]3[CH:25]=[CH:24][CH:23]=[CH:22][CH:21]=3)(=[O:44])=[O:47])[CH:14]=2)[CH:5]=[CH:6][CH:7]=1, predict the reactants needed to synthesize it. The reactants are: [CH3:1][C:2]1[CH:3]=[C:4]([C:8]2[N:9]=[C:10]([C:26]3[CH:31]=[CH:30][C:29]([S:32]([CH3:35])(=[O:34])=[O:33])=[CH:28][CH:27]=3)[S:11][C:12]=2[C:13]2[CH:18]=[CH:17][N:16]=[C:15]([S:19][C:20]3[CH:25]=[CH:24][CH:23]=[CH:22][CH:21]=3)[CH:14]=2)[CH:5]=[CH:6][CH:7]=1.ClC1C=CC=C(C(OO)=[O:44])C=1.[OH-:47].[Na+]. (4) The reactants are: [CH2:1]([NH:3][C:4]1[C:12]2[S:11][C:10]([NH2:13])=[N:9][C:8]=2[C:7]([O:14][CH3:15])=[CH:6][CH:5]=1)[CH3:2].[C:16](Cl)(=[O:18])[CH3:17].Cl.[CH3:21][C:22]1[CH:23]=[C:24]([CH:28]=[CH:29][N:30]=1)[C:25](O)=[O:26].CN(C(ON1N=NC2C=CC=NC1=2)=[N+](C)C)C.F[P-](F)(F)(F)(F)F.CN1CCOCC1. Given the product [C:16]([N:3]([CH2:1][CH3:2])[C:4]1[C:12]2[S:11][C:10]([NH:13][C:25](=[O:26])[C:24]3[CH:28]=[CH:29][N:30]=[C:22]([CH3:21])[CH:23]=3)=[N:9][C:8]=2[C:7]([O:14][CH3:15])=[CH:6][CH:5]=1)(=[O:18])[CH3:17], predict the reactants needed to synthesize it. (5) Given the product [OH2:1].[OH2:1].[ClH:22].[OH:1][CH2:2][C@H:3]1[CH2:7][CH2:6][CH2:5][N:4]1[CH2:8][CH2:9][C:10]1[NH:11][C:12](=[O:21])[C:13]2[C:18]([CH:19]=1)=[C:17]([CH3:20])[CH:16]=[CH:15][CH:14]=2, predict the reactants needed to synthesize it. The reactants are: [OH:1][CH2:2][C@H:3]1[CH2:7][CH2:6][CH2:5][N:4]1[CH2:8][CH2:9][C:10]1[NH:11][C:12](=[O:21])[C:13]2[C:18]([CH:19]=1)=[C:17]([CH3:20])[CH:16]=[CH:15][CH:14]=2.[ClH:22]. (6) The reactants are: Cl.[F:2][CH2:3][CH2:4][NH2:5].[CH2:6]([O:8][C:9](=[O:24])[CH2:10][C:11]1[C:20]2[C:15](=[CH:16][CH:17]=[C:18]([CH:21]=O)[CH:19]=2)[CH:14]=[CH:13][C:12]=1[Cl:23])[CH3:7].C(N(CC)CC)C.C([BH3-])#N.[Na+].C(O)(=O)C. Given the product [CH2:6]([O:8][C:9](=[O:24])[CH2:10][C:11]1[C:20]2[C:15](=[CH:16][CH:17]=[C:18]([CH2:21][NH:5][CH2:4][CH2:3][F:2])[CH:19]=2)[CH:14]=[CH:13][C:12]=1[Cl:23])[CH3:7], predict the reactants needed to synthesize it. (7) Given the product [CH3:55][N:12]([CH2:11][CH2:10][N:6]1[CH2:7][CH2:8][CH2:9][C@H:5]1[C:3](=[O:4])[NH:2][CH2:56][CH2:57][O:58][CH2:59][CH2:60][O:61][CH2:62][CH2:63][O:64][CH2:65][CH2:66][C:67]([OH:69])=[O:68])[C:13](=[O:54])[C:14]1[CH:19]=[CH:18][CH:17]=[C:16]([C:20](=[O:53])[NH:21][C:22]2[CH:27]=[CH:26][C:25]([N:28]3[CH2:29][CH2:30][CH2:31][CH2:32][CH2:33]3)=[CH:24][C:23]=2[C:34]2[CH:39]=[C:38]([C:40](=[O:52])[NH:41][C@@H:42]3[C:51]4[C:46](=[CH:47][CH:48]=[CH:49][CH:50]=4)[CH2:45][CH2:44][CH2:43]3)[CH:37]=[CH:36][N:35]=2)[CH:15]=1, predict the reactants needed to synthesize it. The reactants are: C[N:2]([CH2:56][CH2:57][O:58][CH2:59][CH2:60][O:61][CH2:62][CH2:63][O:64][CH2:65][CH2:66][C:67]([OH:69])=[O:68])[C:3]([C@@H:5]1[CH2:9][CH2:8][CH2:7][N:6]1[CH2:10][CH2:11][N:12]([CH3:55])[C:13](=[O:54])[C:14]1[CH:19]=[CH:18][CH:17]=[C:16]([C:20](=[O:53])[NH:21][C:22]2[CH:27]=[CH:26][C:25]([N:28]3[CH2:33][CH2:32][CH2:31][CH2:30][CH2:29]3)=[CH:24][C:23]=2[C:34]2[CH:39]=[C:38]([C:40](=[O:52])[NH:41][C@@H:42]3[C:51]4[C:46](=[CH:47][CH:48]=[CH:49][CH:50]=4)[CH2:45][CH2:44][CH2:43]3)[CH:37]=[CH:36][N:35]=2)[CH:15]=1)=[O:4].NCCOCCOCCOCCC(OC(C)(C)C)=O.